Dataset: Catalyst prediction with 721,799 reactions and 888 catalyst types from USPTO. Task: Predict which catalyst facilitates the given reaction. (1) Reactant: [F:1][C:2]1[CH:3]=[C:4]([CH:8]=[CH:9][C:10]=1[O:11][CH3:12])[C:5]([NH2:7])=[O:6].[N+:13]([O-])([O-:15])=[O:14].[K+]. The catalyst class is: 65. Product: [F:1][C:2]1[CH:3]=[C:4]([CH:8]=[C:9]([N+:13]([O-:15])=[O:14])[C:10]=1[O:11][CH3:12])[C:5]([NH2:7])=[O:6]. (2) Reactant: [CH3:1][O:2][C:3]1[CH:8]=[CH:7][C:6]([C:9]2[S:13][C:12]3[CH:14]=[C:15]([O:18][CH3:19])[CH:16]=[CH:17][C:11]=3[CH:10]=2)=[CH:5][CH:4]=1.[CH3:20][O:21][C:22]1[CH:30]=[CH:29][C:25]([C:26](Cl)=[O:27])=[CH:24][CH:23]=1.[Al+3].[Cl-].[Cl-].[Cl-].O. Product: [CH3:20][O:21][C:22]1[CH:30]=[CH:29][C:25]([C:26]([C:10]2[C:11]3[CH:17]=[CH:16][C:15]([O:18][CH3:19])=[CH:14][C:12]=3[S:13][C:9]=2[C:6]2[CH:7]=[CH:8][C:3]([O:2][CH3:1])=[CH:4][CH:5]=2)=[O:27])=[CH:24][CH:23]=1. The catalyst class is: 91. (3) Reactant: [O:1]([CH2:8][C:9]1[CH:14]=[CH:13][C:12]([C:15]2[NH:29][C:18]3=[N:19][C:20]([CH:23]4[CH2:28][CH2:27][NH:26][CH2:25][CH2:24]4)=[CH:21][CH:22]=[C:17]3[N:16]=2)=[CH:11][CH:10]=1)[C:2]1[CH:7]=[CH:6][CH:5]=[CH:4][CH:3]=1.C=O.[C:32](O[BH-](OC(=O)C)OC(=O)C)(=O)C.[Na+].C(Cl)Cl.CCOCC. Product: [CH3:32][N:26]1[CH2:27][CH2:28][CH:23]([C:20]2[N:19]=[C:18]3[NH:29][C:15]([C:12]4[CH:11]=[CH:10][C:9]([CH2:8][O:1][C:2]5[CH:3]=[CH:4][CH:5]=[CH:6][CH:7]=5)=[CH:14][CH:13]=4)=[N:16][C:17]3=[CH:22][CH:21]=2)[CH2:24][CH2:25]1. The catalyst class is: 5.